Dataset: Full USPTO retrosynthesis dataset with 1.9M reactions from patents (1976-2016). Task: Predict the reactants needed to synthesize the given product. (1) Given the product [ClH:25].[CH:22]1([CH2:21][O:20][C:13]2[CH:14]=[C:15]3[C:10](=[CH:11][CH:12]=2)[CH2:9][NH:8][CH2:17][CH:16]3[O:18][CH3:19])[CH2:23][CH2:24]1, predict the reactants needed to synthesize it. The reactants are: C(OC([N:8]1[CH2:17][CH:16]([O:18][CH3:19])[C:15]2[C:10](=[CH:11][CH:12]=[C:13]([O:20][CH2:21][CH:22]3[CH2:24][CH2:23]3)[CH:14]=2)[CH2:9]1)=O)(C)(C)C.[ClH:25]. (2) Given the product [Cl:1][C:2]1[CH:7]=[CH:6][CH:5]=[CH:4][C:3]=1[CH:8]1[O:20][N:21]=[C:22]([C:23]2[N:24]=[C:25]([CH:28]3[CH2:29][CH2:30][N:31]([C:34](=[O:46])[CH2:35][N:36]4[C:40]([CH3:41])=[CH:39][C:38]([C:42]([F:45])([F:43])[F:44])=[N:37]4)[CH2:32][CH2:33]3)[S:26][CH:27]=2)[CH2:9]1, predict the reactants needed to synthesize it. The reactants are: [Cl:1][C:2]1[CH:7]=[CH:6][CH:5]=[CH:4][C:3]=1[CH:8]=[CH2:9].C(N(CC)CC)C.Cl[O-].[Na+].[OH:20][N:21]=[CH:22][C:23]1[N:24]=[C:25]([CH:28]2[CH2:33][CH2:32][N:31]([C:34](=[O:46])[CH2:35][N:36]3[C:40]([CH3:41])=[CH:39][C:38]([C:42]([F:45])([F:44])[F:43])=[N:37]3)[CH2:30][CH2:29]2)[S:26][CH:27]=1.CC1N(CC(N2CCC(C3SC=C(C4C=C(C5C=CC=CC=5)ON=4)N=3)CC2)=O)N=C(C(F)(F)F)C=1. (3) Given the product [C:19]1([C:25]2([NH:31][C:16]([C:12]3[CH:11]=[C:10]4[C:15](=[CH:14][CH:13]=3)[NH:7][N:8]=[CH:9]4)=[O:18])[CH2:30][CH2:29][CH2:28][CH2:27][CH2:26]2)[CH:24]=[CH:23][CH:22]=[CH:21][CH:20]=1, predict the reactants needed to synthesize it. The reactants are: C(Cl)(=O)C(Cl)=O.[NH:7]1[C:15]2[C:10](=[CH:11][C:12]([C:16]([OH:18])=O)=[CH:13][CH:14]=2)[CH:9]=[N:8]1.[C:19]1([C:25]2([NH2:31])[CH2:30][CH2:29][CH2:28][CH2:27][CH2:26]2)[CH:24]=[CH:23][CH:22]=[CH:21][CH:20]=1.C(=O)(O)[O-].[Na+]. (4) Given the product [F:1][C:2]1[CH:7]=[CH:6][C:5]([O:8][CH3:9])=[CH:4][C:3]=1[C:16]1[CH:15]=[CH:14][CH:13]=[C:12]([F:11])[CH:17]=1, predict the reactants needed to synthesize it. The reactants are: [F:1][C:2]1[CH:7]=[CH:6][C:5]([O:8][CH3:9])=[CH:4][C:3]=1I.[F:11][C:12]1[CH:13]=[C:14](B(O)O)[CH:15]=[CH:16][CH:17]=1.C(=O)([O-])[O-].[Na+].[Na+].